Dataset: Forward reaction prediction with 1.9M reactions from USPTO patents (1976-2016). Task: Predict the product of the given reaction. (1) Given the reactants [Cl:1][C:2]1[CH:3]=[C:4]([C:12]([NH:14][C@@H:15]([CH2:21][C:22]2[CH:27]=[CH:26][C:25]([C:28]3[N:29]=[C:30]([C:34](N(C)OC)=[O:35])[N:31]([CH3:33])[CH:32]=3)=[CH:24][CH:23]=2)[CH2:16][CH2:17][C:18]([OH:20])=[O:19])=[O:13])[CH:5]=[CH:6][C:7]=1[O:8][CH:9]([CH3:11])[CH3:10].[CH3:40][Mg]Br, predict the reaction product. The product is: [C:34]([C:30]1[N:31]([CH3:33])[CH:32]=[C:28]([C:25]2[CH:24]=[CH:23][C:22]([CH2:21][C@H:15]([NH:14][C:12]([C:4]3[CH:5]=[CH:6][C:7]([O:8][CH:9]([CH3:11])[CH3:10])=[C:2]([Cl:1])[CH:3]=3)=[O:13])[CH2:16][CH2:17][C:18]([OH:20])=[O:19])=[CH:27][CH:26]=2)[N:29]=1)(=[O:35])[CH3:40]. (2) Given the reactants [C:1]1([O:11][CH2:12][CH2:13]O)[C:10]2[C:5](=[CH:6][CH:7]=[CH:8][CH:9]=2)[CH:4]=[CH:3][CH:2]=1.[C:15]1(=[O:25])[C:23]2[C:18](=[CH:19][CH:20]=[CH:21][CH:22]=2)[C:17](=[O:24])[NH:16]1.C1C=CC(P(C2C=CC=CC=2)C2C=CC=CC=2)=CC=1.CC(OC(/N=N/C(OC(C)C)=O)=O)C, predict the reaction product. The product is: [C:1]1([O:11][CH2:12][CH2:13][N:16]2[C:17](=[O:24])[C:18]3[C:23](=[CH:22][CH:21]=[CH:20][CH:19]=3)[C:15]2=[O:25])[C:10]2[C:5](=[CH:6][CH:7]=[CH:8][CH:9]=2)[CH:4]=[CH:3][CH:2]=1. (3) The product is: [OH:8][CH2:7][C:6]1[CH:10]=[CH:11][CH:12]=[CH:13][C:5]=1[CH2:4][CH2:1][OH:2]. Given the reactants [C:1]([CH2:4][C:5]1[CH:13]=[CH:12][CH:11]=[CH:10][C:6]=1[C:7](O)=[O:8])(O)=[O:2].[H-].[H-].[H-].[H-].[Li+].[Al+3].O.[OH-].[Na+], predict the reaction product. (4) Given the reactants [CH3:1][NH:2][CH2:3][CH2:4][CH2:5][CH2:6][CH2:7][CH2:8][CH2:9][CH2:10][CH2:11][CH2:12][CH2:13][CH2:14][CH2:15][CH3:16].[CH2:17]([O:19][P:20]([CH2:25][CH2:26][CH2:27][Br:28])(=[O:24])[O:21][CH2:22][CH3:23])[CH3:18], predict the reaction product. The product is: [BrH:28].[CH2:17]([O:19][P:20]([CH2:25][CH2:26][CH2:27][N:2]([CH3:1])[CH2:3][CH2:4][CH2:5][CH2:6][CH2:7][CH2:8][CH2:9][CH2:10][CH2:11][CH2:12][CH2:13][CH2:14][CH2:15][CH3:16])(=[O:24])[O:21][CH2:22][CH3:23])[CH3:18].